This data is from Full USPTO retrosynthesis dataset with 1.9M reactions from patents (1976-2016). The task is: Predict the reactants needed to synthesize the given product. (1) Given the product [N:17]1[CH:15]=[CH:14][C:11]([C:12]2[CH:3]=[CH:1][N:4]=[C:5]3[CH2:7][N:33]([CH2:32][CH2:31][C:22]4[CH:23]=[CH:24][C:25]5[C:30](=[CH:29][CH:28]=[CH:27][CH:26]=5)[N:21]=4)[C:36](=[O:37])[C:6]=23)=[CH:10][CH:9]=1, predict the reactants needed to synthesize it. The reactants are: [CH:1]([NH:4][CH:5]([CH3:7])[CH3:6])([CH3:3])C.[Li][CH2:9][CH2:10][CH2:11][CH3:12].[Li+].[CH3:14][CH:15]([N-:17]C(C)C)C.[N:21]1[C:30]2[C:25](=[CH:26][CH:27]=[CH:28][CH:29]=2)[CH:24]=[CH:23][C:22]=1[CH2:31][CH2:32][NH2:33].C1C[O:37][CH2:36]C1. (2) Given the product [Br:13][C:9]1[C:8]2[NH:4][C:5](=[O:20])[N:6]([CH2:14][C:15]([O:17][CH2:18][CH3:19])=[O:16])[C:7]=2[CH:12]=[CH:11][CH:10]=1, predict the reactants needed to synthesize it. The reactants are: C([N:4]1[C:8]2[C:9]([Br:13])=[CH:10][CH:11]=[CH:12][C:7]=2[N:6]([CH2:14][C:15]([O:17][CH2:18][CH3:19])=[O:16])[C:5]1=[O:20])(=O)C.Cl. (3) Given the product [C:35]([NH:38][NH:39][C:8]([C:6]1[C:5]2[C:11]([O:33][CH3:34])=[N:12][N:13]([C:14]([C:21]3[CH:22]=[CH:23][CH:24]=[CH:25][CH:26]=3)([C:15]3[CH:16]=[CH:17][CH:18]=[CH:19][CH:20]=3)[C:27]3[CH:28]=[CH:29][CH:30]=[CH:31][CH:32]=3)[C:4]=2[CH:3]=[C:2]([Cl:1])[N:7]=1)=[O:9])(=[O:37])[CH3:36], predict the reactants needed to synthesize it. The reactants are: [Cl:1][C:2]1[N:7]=[C:6]([C:8](O)=[O:9])[C:5]2[C:11]([O:33][CH3:34])=[N:12][N:13]([C:14]([C:27]3[CH:32]=[CH:31][CH:30]=[CH:29][CH:28]=3)([C:21]3[CH:26]=[CH:25][CH:24]=[CH:23][CH:22]=3)[C:15]3[CH:20]=[CH:19][CH:18]=[CH:17][CH:16]=3)[C:4]=2[CH:3]=1.[C:35]([NH:38][NH2:39])(=[O:37])[CH3:36].C(Cl)CCl.C1C=CC2N(O)N=NC=2C=1.CCN(C(C)C)C(C)C.[NH4+].[Cl-]. (4) Given the product [OH:14][CH2:13][CH2:12][N:2]([CH3:1])[C:3]1[CH:4]=[C:5]([CH:8]=[CH:9][CH:10]=1)[C:6]#[N:7], predict the reactants needed to synthesize it. The reactants are: [CH3:1][NH:2][C:3]1[CH:4]=[C:5]([CH:8]=[CH:9][CH:10]=1)[C:6]#[N:7].Br[CH2:12][CH2:13][OH:14].C([O-])([O-])=O.[Ca+2]. (5) Given the product [C:42]([NH:3][C:4]1[CH:5]=[C:6]([C:10]2[CH:18]=[CH:17][C:13]([C:14]([NH2:16])=[O:15])=[C:12]([O:19][C:20]3[CH:25]=[CH:24][C:23]([O:26][C:27]4[CH:32]=[CH:31][CH:30]=[CH:29][CH:28]=4)=[CH:22][CH:21]=3)[N:11]=2)[CH:7]=[CH:8][CH:9]=1)(=[O:45])[CH:43]=[CH2:44], predict the reactants needed to synthesize it. The reactants are: Cl.Cl.[NH2:3][C:4]1[CH:5]=[C:6]([C:10]2[CH:18]=[CH:17][C:13]([C:14]([NH2:16])=[O:15])=[C:12]([O:19][C:20]3[CH:25]=[CH:24][C:23]([O:26][C:27]4[CH:32]=[CH:31][CH:30]=[CH:29][CH:28]=4)=[CH:22][CH:21]=3)[N:11]=2)[CH:7]=[CH:8][CH:9]=1.CCN(C(C)C)C(C)C.[C:42](Cl)(=[O:45])[CH:43]=[CH2:44].